Dataset: Catalyst prediction with 721,799 reactions and 888 catalyst types from USPTO. Task: Predict which catalyst facilitates the given reaction. (1) Reactant: C([O:8][C:9]1[CH:13]=[C:12](/[CH:14]=[CH:15]/[C:16]([O:18][CH2:19][CH3:20])=[O:17])[N:11]([CH:21]([CH3:23])[CH3:22])[N:10]=1)C1C=CC=CC=1. Product: [OH:8][C:9]1[CH:13]=[C:12]([CH2:14][CH2:15][C:16]([O:18][CH2:19][CH3:20])=[O:17])[N:11]([CH:21]([CH3:22])[CH3:23])[N:10]=1. The catalyst class is: 481. (2) Reactant: [CH2:1]([C:3]1[C:7](=[O:8])[O:6][CH2:5][C:4]=1[N:9]1[CH2:13][CH2:12][C:11]2([CH2:18][CH2:17][N:16](C(OC(C)(C)C)=O)[CH2:15][CH2:14]2)[C:10]1=[O:26])[CH3:2].FC(F)(F)C(O)=O. Product: [CH2:1]([C:3]1[C:7](=[O:8])[O:6][CH2:5][C:4]=1[N:9]1[CH2:13][CH2:12][C:11]2([CH2:18][CH2:17][NH:16][CH2:15][CH2:14]2)[C:10]1=[O:26])[CH3:2]. The catalyst class is: 4. (3) The catalyst class is: 80. Reactant: [Cl:1][C:2]1[C:10]([O:11][CH2:12][CH:13]2[O:15][CH2:14]2)=[CH:9][C:8]([C:16]2[N:17]([C:32]([O:34][C:35]([CH3:38])([CH3:37])[CH3:36])=[O:33])[C:18]3[C:23]([CH:24]=2)=[CH:22][C:21]([CH2:25][N:26]2[CH2:31][CH2:30][CH2:29][CH2:28][CH2:27]2)=[CH:20][CH:19]=3)=[C:7]2[C:3]=1[CH2:4][NH:5][C:6]2=[O:39].[NH:40]1[CH2:45][CH2:44][CH2:43][CH2:42][CH2:41]1.O. Product: [Cl:1][C:2]1[C:10]([O:11][CH2:12][CH:13]([OH:15])[CH2:14][N:40]2[CH2:45][CH2:44][CH2:43][CH2:42][CH2:41]2)=[CH:9][C:8]([C:16]2[N:17]([C:32]([O:34][C:35]([CH3:36])([CH3:38])[CH3:37])=[O:33])[C:18]3[C:23]([CH:24]=2)=[CH:22][C:21]([CH2:25][N:26]2[CH2:27][CH2:28][CH2:29][CH2:30][CH2:31]2)=[CH:20][CH:19]=3)=[C:7]2[C:3]=1[CH2:4][NH:5][C:6]2=[O:39]. (4) Product: [OH:1][C:2]1[CH:3]=[C:4]([C:8]2[N:9]=[C:10]([N:28]3[CH2:29][CH2:30][O:31][CH2:32][CH2:33]3)[C:11]3[N:16]=[N:15][N:14]([CH2:17][C:18]4[CH:19]=[CH:20][C:21]([C:22]([OH:24])=[O:23])=[CH:26][CH:27]=4)[C:12]=3[N:13]=2)[CH:5]=[CH:6][CH:7]=1. The catalyst class is: 36. Reactant: [OH:1][C:2]1[CH:3]=[C:4]([C:8]2[N:9]=[C:10]([N:28]3[CH2:33][CH2:32][O:31][CH2:30][CH2:29]3)[C:11]3[N:16]=[N:15][N:14]([CH2:17][C:18]4[CH:27]=[CH:26][C:21]([C:22]([O:24]C)=[O:23])=[CH:20][CH:19]=4)[C:12]=3[N:13]=2)[CH:5]=[CH:6][CH:7]=1.[OH-].[Na+].Cl. (5) Reactant: [C:1]1([C:7]([S:20][CH2:21][CH2:22][NH2:23])([C:14]2[CH:19]=[CH:18][CH:17]=[CH:16][CH:15]=2)[C:8]2[CH:13]=[CH:12][CH:11]=[CH:10][CH:9]=2)[CH:6]=[CH:5][CH:4]=[CH:3][CH:2]=1.C(N(CC)CC)C.[C:31]1(=[S:38])[O:37][C:35](=[O:36])[CH2:34][O:33][CH2:32]1.C(O)(=O)CC(CC(O)=O)(C(O)=O)O. Product: [C:1]1([C:7]([S:20][CH2:21][CH2:22][NH:23][C:31](=[S:38])[CH2:32][O:33][CH2:34][C:35]([OH:37])=[O:36])([C:8]2[CH:13]=[CH:12][CH:11]=[CH:10][CH:9]=2)[C:14]2[CH:19]=[CH:18][CH:17]=[CH:16][CH:15]=2)[CH:2]=[CH:3][CH:4]=[CH:5][CH:6]=1. The catalyst class is: 4. (6) Reactant: C(OC([N:8]1[C:12]2=[C:13](Cl)[N:14]=[CH:15][C:16]([C:17](=[O:23])[NH:18][C:19]([CH3:22])([CH3:21])[CH3:20])=[C:11]2[C:10]([CH3:25])=[CH:9]1)=O)(C)(C)C.[F:26][C:27]1[CH:28]=[C:29]([CH:31]=[C:32]([F:34])[CH:33]=1)[NH2:30]. Product: [C:19]([NH:18][C:17]([C:16]1[C:11]2[C:10]([CH3:25])=[CH:9][NH:8][C:12]=2[C:13]([NH:30][C:29]2[CH:28]=[C:27]([F:26])[CH:33]=[C:32]([F:34])[CH:31]=2)=[N:14][CH:15]=1)=[O:23])([CH3:20])([CH3:21])[CH3:22]. The catalyst class is: 27. (7) Reactant: [F:1][C:2]1[CH:3]=[C:4]([C:13]([CH3:17])([CH3:16])[C:14]#[N:15])[CH:5]=[C:6]2[C:11]=1[C:10](=[O:12])[NH:9][CH:8]=[CH:7]2.[Br:18][C:19]1[CH:26]=[CH:25][CH:24]=[C:23](Br)[C:20]=1[CH:21]=[O:22].C(=O)(O)[O-].[Na+]. Product: [Br:18][C:19]1[C:20]([CH:21]=[O:22])=[C:23]([N:9]2[CH:8]=[CH:7][C:6]3[C:11](=[C:2]([F:1])[CH:3]=[C:4]([C:13]([CH3:17])([CH3:16])[C:14]#[N:15])[CH:5]=3)[C:10]2=[O:12])[CH:24]=[CH:25][CH:26]=1. The catalyst class is: 846. (8) Reactant: [CH3:1][O:2][C:3]([C@@H:5]([N:13]1[CH2:18][C:17]2[CH:19]=[CH:20][S:21][C:16]=2[CH2:15][CH2:14]1)[C:6]1[C:11]([Cl:12])=[CH:10][CH:9]=[CH:8][CH:7]=1)=[O:4].[S:22](=[O:26])(=[O:25])([OH:24])[OH:23]. Product: [CH3:1][O:2][C:3]([C@@H:5]([N:13]1[CH2:18][C:17]2[CH:19]=[CH:20][S:21][C:16]=2[CH2:15][CH2:14]1)[C:6]1[C:11]([Cl:12])=[CH:10][CH:9]=[CH:8][CH:7]=1)=[O:4].[OH:25][S:22]([OH:26])(=[O:24])=[O:23]. The catalyst class is: 13. (9) Reactant: [Cl:1][C:2]1[N:11]=[C:10](Cl)[C:9]2[C:4](=[C:5]([O:13][CH3:14])[CH:6]=[CH:7][CH:8]=2)[N:3]=1.C(N(CC)C(C)C)(C)C.[NH2:24][C:25]1[CH:30]=[CH:29][CH:28]=[CH:27][CH:26]=1. Product: [Cl:1][C:2]1[N:11]=[C:10]([NH:24][C:25]2[CH:30]=[CH:29][CH:28]=[CH:27][CH:26]=2)[C:9]2[C:4](=[C:5]([O:13][CH3:14])[CH:6]=[CH:7][CH:8]=2)[N:3]=1. The catalyst class is: 32.